Dataset: Catalyst prediction with 721,799 reactions and 888 catalyst types from USPTO. Task: Predict which catalyst facilitates the given reaction. Reactant: Cl[C:2]1[C:3]2[C:10]([C:11]3[CH:16]=[CH:15][CH:14]=[CH:13][CH:12]=3)=[C:9]([C:17]3[CH:22]=[C:21]([O:23][CH3:24])[CH:20]=[C:19]([O:25][CH3:26])[CH:18]=3)[O:8][C:4]=2[N:5]=[CH:6][N:7]=1.[CH:27]1([NH2:34])[CH2:33][CH2:32][CH2:31][CH2:30][CH2:29][CH2:28]1.[OH-].[Na+]. Product: [CH:27]1([NH:34][C:2]2[C:3]3[C:10]([C:11]4[CH:12]=[CH:13][CH:14]=[CH:15][CH:16]=4)=[C:9]([C:17]4[CH:18]=[C:19]([O:25][CH3:26])[CH:20]=[C:21]([O:23][CH3:24])[CH:22]=4)[O:8][C:4]=3[N:5]=[CH:6][N:7]=2)[CH2:33][CH2:32][CH2:31][CH2:30][CH2:29][CH2:28]1. The catalyst class is: 8.